This data is from Forward reaction prediction with 1.9M reactions from USPTO patents (1976-2016). The task is: Predict the product of the given reaction. (1) Given the reactants Cl.C([O:4][C:5](=[O:25])[C@H:6]([OH:24])[CH2:7][C@H:8]([NH2:23])[CH2:9][C:10]1[CH:15]=[CH:14][C:13]([C:16]2[CH:21]=[CH:20][CH:19]=[C:18]([Cl:22])[CH:17]=2)=[CH:12][CH:11]=1)C, predict the reaction product. The product is: [NH2:23][C@H:8]([CH2:9][C:10]1[CH:15]=[CH:14][C:13]([C:16]2[CH:21]=[CH:20][CH:19]=[C:18]([Cl:22])[CH:17]=2)=[CH:12][CH:11]=1)[CH2:7][C@@H:6]([OH:24])[C:5]([OH:25])=[O:4]. (2) Given the reactants C[O:2][C:3]1[CH:12]=[C:11]([CH3:13])[C:10]2[C:9](=[O:14])[NH:8][C@@H:7]3[CH2:15][N:16]([C:18]([O:20][C:21]([CH3:24])([CH3:23])[CH3:22])=[O:19])[CH2:17][C@H:6]3[C:5]=2[CH:4]=1.C1(S)C=CC=CC=1.C(=O)([O-])[O-].[K+].[K+], predict the reaction product. The product is: [OH:2][C:3]1[CH:12]=[C:11]([CH3:13])[C:10]2[C:9](=[O:14])[NH:8][C@@H:7]3[CH2:15][N:16]([C:18]([O:20][C:21]([CH3:24])([CH3:23])[CH3:22])=[O:19])[CH2:17][C@H:6]3[C:5]=2[CH:4]=1. (3) Given the reactants [OH:1][C:2]1[CH:3]=[C:4]2[C:9](=[CH:10][CH:11]=1)[C:8]([C:12]([OH:14])=[O:13])=[CH:7][CH:6]=[CH:5]2.C(=O)([O-])[O-].[Cs+].[Cs+].Cl[C:22]1[C:31]2[C:26](=[CH:27][C:28]([O:34][CH3:35])=[C:29]([O:32][CH3:33])[CH:30]=2)[N:25]=[CH:24][C:23]=1[C:36]#[N:37], predict the reaction product. The product is: [C:36]([C:23]1[CH:24]=[N:25][C:26]2[C:31]([C:22]=1[O:1][C:2]1[CH:3]=[C:4]3[C:9](=[CH:10][CH:11]=1)[C:8]([C:12]([OH:14])=[O:13])=[CH:7][CH:6]=[CH:5]3)=[CH:30][C:29]([O:32][CH3:33])=[C:28]([O:34][CH3:35])[CH:27]=2)#[N:37]. (4) Given the reactants C(OC([CH:11]1[C:19]2[CH:20]=[CH:21][CH:22]=[CH:23][C:18]=2[CH:17]2[NH:24][CH:13]([CH2:14][C:15](=[O:25])[CH2:16]2)C1)=O)C1C=CC=CC=1, predict the reaction product. The product is: [NH:24]1[CH:13]2[CH2:11][C:19]3[CH:20]=[CH:21][CH:22]=[CH:23][C:18]=3[CH:17]1[CH2:16][C:15](=[O:25])[CH2:14]2. (5) The product is: [CH3:33][N:34]([CH3:38])[C:35]([N:21]1[C:20]2[CH2:19][CH2:18][CH:17]([CH:14]3[CH2:13][CH2:12][O:11][CH2:16][CH2:15]3)[CH2:29][C:28]=2[C:27]2[C:22]1=[CH:23][CH:24]=[C:25]([C:30]([OH:32])=[O:31])[CH:26]=2)=[O:36]. Given the reactants C[Si]([N-][Si](C)(C)C)(C)C.[K+].[O:11]1[CH2:16][CH2:15][CH:14]([CH:17]2[CH2:29][C:28]3[C:27]4[C:22](=[CH:23][CH:24]=[C:25]([C:30]([OH:32])=[O:31])[CH:26]=4)[NH:21][C:20]=3[CH2:19][CH2:18]2)[CH2:13][CH2:12]1.[CH3:33][N:34]([CH3:38])[C:35](Cl)=[O:36].[Cl-].[NH4+], predict the reaction product.